This data is from Reaction yield outcomes from USPTO patents with 853,638 reactions. The task is: Predict the reaction yield, written as a fraction of the theoretical maximum amount of product (1.0 means a 100% yield; for example, 0.34 means a 34% yield). The reactants are C([Li])(C)(C)C.[CH3:6][CH2:7][CH2:8][CH2:9]C.[CH3:11][CH2:12][O:13][CH2:14][CH3:15]. No catalyst specified. The product is [CH2:6]([C:11]1[CH:15]=[CH:14][O:13][CH:12]=1)[CH2:7][CH2:8][CH3:9]. The yield is 1.00.